This data is from Forward reaction prediction with 1.9M reactions from USPTO patents (1976-2016). The task is: Predict the product of the given reaction. Given the reactants [CH2:1]([N:6]1[CH2:11][CH2:10][C:9]2([C:19]3[C:14](=[CH:15][CH:16]=[CH:17][CH:18]=3)[N:13]([C:20]3[CH:26]=[CH:25][CH:24]=[CH:23][C:21]=3[NH2:22])[CH2:12]2)[CH2:8][CH2:7]1)[C:2]([CH3:5])([CH3:4])[CH3:3].[C:27]([N:35]=[C:36]=[S:37])(=[O:34])[C:28]1[CH:33]=[CH:32][CH:31]=[CH:30][CH:29]=1, predict the reaction product. The product is: [CH2:1]([N:6]1[CH2:11][CH2:10][C:9]2([C:19]3[C:14](=[CH:15][CH:16]=[CH:17][CH:18]=3)[N:13]([C:20]3[CH:26]=[CH:25][CH:24]=[CH:23][C:21]=3[NH:22][C:36]([NH:35][C:27](=[O:34])[C:28]3[CH:29]=[CH:30][CH:31]=[CH:32][CH:33]=3)=[S:37])[CH2:12]2)[CH2:8][CH2:7]1)[C:2]([CH3:5])([CH3:4])[CH3:3].